This data is from Reaction yield outcomes from USPTO patents with 853,638 reactions. The task is: Predict the reaction yield, written as a fraction of the theoretical maximum amount of product (1.0 means a 100% yield; for example, 0.34 means a 34% yield). (1) The reactants are Br[C:2]1[S:6][C:5]([C:7]([O-:9])=[O:8])=[C:4]([N:10]([C@H:20]2[CH2:25][CH2:24][C@H:23]([OH:26])[CH2:22][CH2:21]2)[C:11]([C@H:13]2[CH2:18][CH2:17][C@H:16]([CH3:19])[CH2:15][CH2:14]2)=[O:12])[CH:3]=1.[Li+].[O:28]1[C:32]2([CH2:37][CH2:36][C:35](B(O)O)=[CH:34][CH2:33]2)[O:31][CH2:30][CH2:29]1.C([O-])([O-])=O.[Na+].[Na+]. The catalyst is CN(C=O)C. The product is [O:28]1[C:32]2([CH2:37][CH2:36][C:35]([C:2]3[S:6][C:5]([C:7]([OH:9])=[O:8])=[C:4]([N:10]([C@H:20]4[CH2:21][CH2:22][C@H:23]([OH:26])[CH2:24][CH2:25]4)[C:11]([C@H:13]4[CH2:18][CH2:17][C@H:16]([CH3:19])[CH2:15][CH2:14]4)=[O:12])[CH:3]=3)=[CH:34][CH2:33]2)[O:31][CH2:30][CH2:29]1. The yield is 0.820. (2) The reactants are [CH:1]1([CH:7]2[CH2:16][CH2:15][C:10]3(OCC[O:11]3)[CH2:9][CH2:8]2)[CH2:6][CH2:5][CH2:4][CH2:3][CH2:2]1.FC(F)(F)C(O)=O. The catalyst is CC(C)=O.O. The product is [CH:7]1([CH:1]2[CH2:6][CH2:5][CH2:4][CH2:3][CH2:2]2)[CH2:8][CH2:9][C:10](=[O:11])[CH2:15][CH2:16]1. The yield is 1.00. (3) The reactants are [F:1][C:2]([F:20])([F:19])[C:3]1[CH:4]=[C:5]([CH:16]=[CH:17][CH:18]=1)[O:6][C:7]1[CH:12]=[CH:11][C:10]([CH2:13][CH2:14][OH:15])=[CH:9][CH:8]=1.[N:21]#[C:22][NH2:23].[OH:24][S:25]([C:28]([F:31])([F:30])[F:29])(=[O:27])=[O:26].C(O)(C(F)(F)F)=O. The catalyst is C1COCC1. The product is [OH:27][S:25]([C:28]([F:31])([F:30])[F:29])(=[O:26])=[O:24].[C:22](=[NH:21])([O:15][CH2:14][CH2:13][C:10]1[CH:9]=[CH:8][C:7]([O:6][C:5]2[CH:16]=[CH:17][CH:18]=[C:3]([C:2]([F:19])([F:20])[F:1])[CH:4]=2)=[CH:12][CH:11]=1)[NH2:23]. The yield is 0.598. (4) The reactants are [C:1]1([C:7]2[S:11][C:10]([C:12]([OH:14])=[O:13])=[C:9]([N:15]([C@H:25]3[CH2:30][CH2:29][C@H:28]([OH:31])[CH2:27][CH2:26]3)[C:16]([C@H:18]3[CH2:23][CH2:22][C@H:21]([CH3:24])[CH2:20][CH2:19]3)=[O:17])[CH:8]=2)[CH2:6][CH2:5][CH2:4][CH2:3][CH:2]=1. The catalyst is CO.[Pd]. The product is [CH:1]1([C:7]2[S:11][C:10]([C:12]([OH:14])=[O:13])=[C:9]([N:15]([C@H:25]3[CH2:26][CH2:27][C@H:28]([OH:31])[CH2:29][CH2:30]3)[C:16]([C@H:18]3[CH2:23][CH2:22][C@H:21]([CH3:24])[CH2:20][CH2:19]3)=[O:17])[CH:8]=2)[CH2:6][CH2:5][CH2:4][CH2:3][CH2:2]1. The yield is 0.320. (5) The reactants are [Br-].[CH:2]1([Zn+])[CH2:5][CH2:4][CH2:3]1.Br[C:8]1[CH:17]=[C:16]([CH3:18])[CH:15]=[CH:14][C:9]=1[C:10]([O:12][CH3:13])=[O:11]. No catalyst specified. The product is [CH:2]1([C:8]2[CH:17]=[C:16]([CH3:18])[CH:15]=[CH:14][C:9]=2[C:10]([O:12][CH3:13])=[O:11])[CH2:5][CH2:4][CH2:3]1. The yield is 0.810.